From a dataset of Reaction yield outcomes from USPTO patents with 853,638 reactions. Predict the reaction yield, written as a fraction of the theoretical maximum amount of product (1.0 means a 100% yield; for example, 0.34 means a 34% yield). The reactants are [Cl:1][C:2]1[C:7]([CH:8]=O)=[C:6]([NH:10][C:11]2[C:16]([F:17])=[CH:15][CH:14]=[CH:13][C:12]=2[F:18])[N:5]=[C:4]([S:19][CH3:20])[N:3]=1.[C:21](OC(=O)C)(=[O:23])[CH3:22]. The catalyst is CN(C=O)C. The product is [Cl:1][C:2]1[C:7]2[CH:8]=[CH:22][C:21](=[O:23])[N:10]([C:11]3[C:16]([F:17])=[CH:15][CH:14]=[CH:13][C:12]=3[F:18])[C:6]=2[N:5]=[C:4]([S:19][CH3:20])[N:3]=1. The yield is 0.510.